This data is from Catalyst prediction with 721,799 reactions and 888 catalyst types from USPTO. The task is: Predict which catalyst facilitates the given reaction. (1) Reactant: [Cl:1][C:2]1[CH:7]=[CH:6][CH:5]=[C:4]([Cl:8])[C:3]=1[N:9]1[C:14]([S:15][CH2:16][CH3:17])=[C:13]([C:18](=[O:26])[C:19]2[CH:24]=[CH:23][C:22]([F:25])=[CH:21][CH:20]=2)[CH:12]=[CH:11][C:10]1=[O:27].ClC1C=CC=C(C(OO)=[O:36])C=1. Product: [Cl:1][C:2]1[CH:7]=[CH:6][CH:5]=[C:4]([Cl:8])[C:3]=1[N:9]1[C:14]([S:15]([CH2:16][CH3:17])=[O:36])=[C:13]([C:18](=[O:26])[C:19]2[CH:20]=[CH:21][C:22]([F:25])=[CH:23][CH:24]=2)[CH:12]=[CH:11][C:10]1=[O:27]. The catalyst class is: 98. (2) Reactant: [CH3:1][N:2]1[C:6]2[CH:7]=[C:8](B3OC(C)(C)C(C)(C)O3)[CH:9]=[CH:10][C:5]=2[N:4]=[CH:3]1.Br[C:21]1[CH:22]=[C:23]([OH:27])[CH:24]=[CH:25][CH:26]=1.C([O-])([O-])=O.[Cs+].[Cs+]. Product: [CH3:1][N:2]1[C:6]2[CH:7]=[C:8]([C:21]3[CH:22]=[C:23]([OH:27])[CH:24]=[CH:25][CH:26]=3)[CH:9]=[CH:10][C:5]=2[N:4]=[CH:3]1. The catalyst class is: 117. (3) Reactant: [NH2:1][CH2:2][CH2:3][CH2:4][C:5]1[C:6]([NH:13][CH2:14][CH2:15][CH2:16][CH2:17][CH3:18])=[N:7][C:8]([NH2:12])=[N:9][C:10]=1[CH3:11].[CH:19]([C:21]1[CH:26]=[CH:25][C:24]([CH2:27][C:28]([O:30][CH3:31])=[O:29])=[CH:23][CH:22]=1)=O.C(O)(=O)C.[BH4-].[Na+]. Product: [NH2:12][C:8]1[N:9]=[C:10]([CH3:11])[C:5]([CH2:4][CH2:3][CH2:2][NH:1][CH2:19][C:21]2[CH:22]=[CH:23][C:24]([CH2:27][C:28]([O:30][CH3:31])=[O:29])=[CH:25][CH:26]=2)=[C:6]([NH:13][CH2:14][CH2:15][CH2:16][CH2:17][CH3:18])[N:7]=1. The catalyst class is: 36. (4) Reactant: [Br:1][C:2]1[CH:10]=[C:9]2[C:5]([CH:6]=[CH:7][NH:8]2)=[CH:4][CH:3]=1.[F:11][C:12]([F:23])([F:22])[C:13](O[C:13](=[O:14])[C:12]([F:23])([F:22])[F:11])=[O:14]. Product: [F:11][C:12]([F:23])([F:22])[C:13]([C:6]1[C:5]2[C:9](=[CH:10][C:2]([Br:1])=[CH:3][CH:4]=2)[NH:8][CH:7]=1)=[O:14]. The catalyst class is: 7. (5) Product: [NH2:23][C:19]1[CH:18]=[C:17]([CH:22]=[CH:21][CH:20]=1)[CH2:16][N:13]1[C:8]2=[N:9][C:10]([NH2:12])=[N:11][C:6]([C:2]3[O:1][CH:5]=[CH:4][CH:3]=3)=[C:7]2[CH:15]=[N:14]1. Reactant: [O:1]1[CH:5]=[CH:4][CH:3]=[C:2]1[C:6]1[N:11]=[C:10]([NH2:12])[N:9]=[C:8]2[N:13]([CH2:16][C:17]3[CH:22]=[CH:21][CH:20]=[C:19]([N+:23]([O-])=O)[CH:18]=3)[N:14]=[CH:15][C:7]=12.O.O.Cl[Sn]Cl.[OH-].[Na+]. The catalyst class is: 811. (6) Reactant: [NH2:1][C@@H:2]([CH:4]1[CH2:9][CH2:8][CH:7]([OH:10])[CH2:6][CH2:5]1)[CH3:3].CN(C=O)C.C(N(C(C)C)CC)(C)C.Cl[C:26]1[N:31]=[C:30]([C:32]2[C:40]3[C:35](=[N:36][CH:37]=[C:38]([C:41]([F:44])([F:43])[F:42])[CH:39]=3)[N:34]([S:45]([C:48]3[CH:54]=[CH:53][C:51]([CH3:52])=[CH:50][CH:49]=3)(=[O:47])=[O:46])[CH:33]=2)[C:29]([C:55]#[N:56])=[CH:28][N:27]=1. Product: [OH:10][CH:7]1[CH2:8][CH2:9][CH:4]([C@H:2]([NH:1][C:26]2[N:31]=[C:30]([C:32]3[C:40]4[C:35](=[N:36][CH:37]=[C:38]([C:41]([F:43])([F:44])[F:42])[CH:39]=4)[N:34]([S:45]([C:48]4[CH:54]=[CH:53][C:51]([CH3:52])=[CH:50][CH:49]=4)(=[O:46])=[O:47])[CH:33]=3)[C:29]([C:55]#[N:56])=[CH:28][N:27]=2)[CH3:3])[CH2:5][CH2:6]1. The catalyst class is: 1. (7) Product: [CH3:1][O:2][C:3]1[CH:11]=[C:10]2[C:6](=[CH:5][CH:4]=1)[CH2:7][CH:8]([C:13]([O:15][CH3:16])=[O:14])[CH2:9]2. Reactant: [CH3:1][O:2][C:3]1[CH:11]=[C:10]2[C:6]([CH2:7][CH:8]([C:13]([O:15][CH3:16])=[O:14])[C:9]2=O)=[CH:5][CH:4]=1.Cl(O)(=O)(=O)=O. The catalyst class is: 285.